Task: Predict the reaction yield, written as a fraction of the theoretical maximum amount of product (1.0 means a 100% yield; for example, 0.34 means a 34% yield).. Dataset: Reaction yield outcomes from USPTO patents with 853,638 reactions The reactants are BrB(Br)Br.C[O:6][C:7]1[CH:12]=[CH:11][CH:10]=[CH:9][C:8]=1[S:13]([N:16]([CH3:18])[CH3:17])(=[O:15])=[O:14].CO. The catalyst is ClCCl. The product is [OH:6][C:7]1[CH:12]=[CH:11][CH:10]=[CH:9][C:8]=1[S:13]([N:16]([CH3:18])[CH3:17])(=[O:15])=[O:14]. The yield is 0.950.